This data is from Full USPTO retrosynthesis dataset with 1.9M reactions from patents (1976-2016). The task is: Predict the reactants needed to synthesize the given product. (1) Given the product [NH2:1][C:2]1[N:3]=[C:4]([NH:35][CH2:34][CH2:33][NH:32][C:22]2[N:21]=[C:20]([C:14]3[CH:15]=[CH:16][C:17]([Cl:19])=[CH:18][C:13]=3[Cl:12])[C:25]([C:26]3[NH:27][CH:28]=[C:29]([CH3:31])[N:30]=3)=[CH:24][N:23]=2)[CH:5]=[CH:6][C:7]=1[N+:8]([O-:10])=[O:9], predict the reactants needed to synthesize it. The reactants are: [NH2:1][C:2]1[C:7]([N+:8]([O-:10])=[O:9])=[CH:6][CH:5]=[C:4](Cl)[N:3]=1.[Cl:12][C:13]1[CH:18]=[C:17]([Cl:19])[CH:16]=[CH:15][C:14]=1[C:20]1[C:25]([C:26]2[NH:27][CH:28]=[C:29]([CH3:31])[N:30]=2)=[CH:24][N:23]=[C:22]([NH:32][CH2:33][CH2:34][NH:35]C2N=CC(C#N)=CC=2)[N:21]=1. (2) Given the product [Cl:11][C:4]1[C:3]([C:12]2[CH:17]=[CH:16][CH:15]=[CH:14][CH:13]=2)=[C:2]([NH:19][CH3:18])[N:7]2[CH:8]=[CH:9][N:10]=[C:6]2[N:5]=1, predict the reactants needed to synthesize it. The reactants are: Cl[C:2]1[N:7]2[CH:8]=[CH:9][N:10]=[C:6]2[N:5]=[C:4]([Cl:11])[C:3]=1[C:12]1[CH:17]=[CH:16][CH:15]=[CH:14][CH:13]=1.[CH3:18][NH2:19]. (3) Given the product [O:11]1[CH2:22][CH2:21][CH:20]([CH2:26][CH2:25][N:3]2[CH2:8][CH2:7][C:6](=[O:9])[CH2:5][CH2:4]2)[O:13][CH2:10]1, predict the reactants needed to synthesize it. The reactants are: Cl.O.[NH:3]1[CH2:8][CH2:7][C:6](=[O:9])[CH2:5][CH2:4]1.[C:10](=[O:13])([O-])[O-:11].[K+].[K+].S([C:20]1[CH:26]=[CH:25]C(C)=[CH:22][CH:21]=1)([O-])(=O)=O.[I-].[Na+]. (4) Given the product [F:28][C:29]1[CH:39]=[CH:38][C:32]([O:33][CH2:34][C@@H:35]([OH:36])[CH2:37][N:19]2[CH2:20][CH2:21][C:16]3([O:15][C:14]4[C:24]5[C:10]([C:11](=[O:27])[C:12](=[O:26])[C:13]=4[S:23][CH2:22]3)=[CH:9][CH:8]=[C:7]([C:1]3[CH:2]=[CH:3][CH:4]=[CH:5][CH:6]=3)[CH:25]=5)[CH2:17][CH2:18]2)=[CH:31][CH:30]=1, predict the reactants needed to synthesize it. The reactants are: [C:1]1([C:7]2[CH:25]=[C:24]3[C:10]([C:11](=[O:27])[C:12](=[O:26])[C:13]4[S:23][CH2:22][C:16]5([CH2:21][CH2:20][NH:19][CH2:18][CH2:17]5)[O:15][C:14]=43)=[CH:9][CH:8]=2)[CH:6]=[CH:5][CH:4]=[CH:3][CH:2]=1.[F:28][C:29]1[CH:39]=[CH:38][C:32]([O:33][CH2:34][C@@H:35]2[CH2:37][O:36]2)=[CH:31][CH:30]=1. (5) The reactants are: [OH:1][CH2:2][C:3]([NH:6][S:7]([C:10]1[S:14][C:13]([NH:15]C(=O)C)=[N:12][C:11]=1[CH3:19])(=[O:9])=[O:8])([CH3:5])[CH3:4]. Given the product [OH:1][CH2:2][C:3]([NH:6][S:7]([C:10]1[S:14][C:13]([NH2:15])=[N:12][C:11]=1[CH3:19])(=[O:9])=[O:8])([CH3:5])[CH3:4], predict the reactants needed to synthesize it. (6) The reactants are: [NH:1]1[CH2:6][CH2:5][O:4][CH2:3][CH2:2]1.[C:7]([C:10]1[S:11][C:12]([Br:15])=[CH:13][CH:14]=1)(=O)[CH3:8].[BH4-].[Na+]. Given the product [Br:15][C:12]1[S:11][C:10]([CH:7]([N:1]2[CH2:6][CH2:5][O:4][CH2:3][CH2:2]2)[CH3:8])=[CH:14][CH:13]=1, predict the reactants needed to synthesize it.